From a dataset of Peptide-MHC class II binding affinity with 134,281 pairs from IEDB. Regression. Given a peptide amino acid sequence and an MHC pseudo amino acid sequence, predict their binding affinity value. This is MHC class II binding data. The peptide sequence is LGAWVLGEPKMTKAL. The MHC is DRB1_0701 with pseudo-sequence DRB1_0701. The binding affinity (normalized) is 0.517.